Dataset: Peptide-MHC class II binding affinity with 134,281 pairs from IEDB. Task: Regression. Given a peptide amino acid sequence and an MHC pseudo amino acid sequence, predict their binding affinity value. This is MHC class II binding data. (1) The peptide sequence is INEPRAAAIAYGLDR. The MHC is HLA-DQA10401-DQB10402 with pseudo-sequence HLA-DQA10401-DQB10402. The binding affinity (normalized) is 0.417. (2) The peptide sequence is DVVPEKYTIGATYAP. The MHC is DRB1_0101 with pseudo-sequence DRB1_0101. The binding affinity (normalized) is 0.428. (3) The peptide sequence is VAEAYCTGMLKRRLG. The MHC is DRB1_0101 with pseudo-sequence DRB1_0101. The binding affinity (normalized) is 0.287. (4) The peptide sequence is GVDYTITVYAVTYYK. The MHC is HLA-DQA10102-DQB10602 with pseudo-sequence HLA-DQA10102-DQB10602. The binding affinity (normalized) is 0.419. (5) The peptide sequence is QNSSFIIDGPNTPEC. The MHC is DRB1_0405 with pseudo-sequence DRB1_0405. The binding affinity (normalized) is 0.488. (6) The peptide sequence is EALIHQLKINPYVLS. The MHC is HLA-DQA10301-DQB10302 with pseudo-sequence HLA-DQA10301-DQB10302. The binding affinity (normalized) is 0.0731. (7) The peptide sequence is EPIAAYHFDLSGIAF. The binding affinity (normalized) is 0.335. The MHC is DRB1_1302 with pseudo-sequence DRB1_1302.